Task: Predict the reactants needed to synthesize the given product.. Dataset: Full USPTO retrosynthesis dataset with 1.9M reactions from patents (1976-2016) (1) Given the product [I:1][C:2]1[CH:7]=[CH:6][C:5]([CH2:8][N:9]2[C:14]3[N:15]=[CH:16][CH:17]=[CH:18][C:13]=3[C:12](=[S:40])[C:11]([C:20]([O:22][CH2:23][CH3:24])=[O:21])=[N:10]2)=[CH:4][CH:3]=1, predict the reactants needed to synthesize it. The reactants are: [I:1][C:2]1[CH:7]=[CH:6][C:5]([CH2:8][N:9]2[C:14]3[N:15]=[CH:16][CH:17]=[CH:18][C:13]=3[C:12](=O)[C:11]([C:20]([O:22][CH2:23][CH3:24])=[O:21])=[N:10]2)=[CH:4][CH:3]=1.O1CCOCC1.COC1C=CC(P2(SP(C3C=CC(OC)=CC=3)(=S)S2)=[S:40])=CC=1. (2) Given the product [C:20]([O:23][C:24](=[O:25])[NH:3][CH2:2][C:4]1[CH:11]=[CH:10][C:7]([C:8]#[N:9])=[CH:6][CH:5]=1)([CH3:22])([CH3:21])[CH3:19], predict the reactants needed to synthesize it. The reactants are: Cl.[C:2]([C:4]1[CH:11]=[CH:10][C:7]([CH2:8][NH2:9])=[CH:6][CH:5]=1)#[N:3].CCN(CC)CC.[CH3:19][C:20]([O:23][C:24](O[C:24]([O:23][C:20]([CH3:22])([CH3:21])[CH3:19])=[O:25])=[O:25])([CH3:22])[CH3:21]. (3) The reactants are: [Cl:1][C:2]1[CH:10]=[C:9]2[C:5]([CH:6]=[N:7][N:8]2[C:11]2[CH:16]=[CH:15][C:14]([F:17])=[CH:13][CH:12]=2)=[CH:4][C:3]=1[O:18][CH:19]([C:23]1[CH:28]=[CH:27][C:26]([F:29])=[CH:25][CH:24]=1)[C:20]([CH3:22])=O.C([O-])(=O)C.[NH4+].C([BH3-])#[N:36]. Given the product [Cl:1][C:2]1[CH:10]=[C:9]2[C:5]([CH:6]=[N:7][N:8]2[C:11]2[CH:16]=[CH:15][C:14]([F:17])=[CH:13][CH:12]=2)=[CH:4][C:3]=1[O:18][CH:19]([C:23]1[CH:28]=[CH:27][C:26]([F:29])=[CH:25][CH:24]=1)[CH:20]([NH2:36])[CH3:22], predict the reactants needed to synthesize it. (4) Given the product [C:37]([NH:1][C@@H:2]1[CH2:7][C@H:6]([NH:8][C:9]([CH3:12])([CH3:11])[CH3:10])[CH2:5][CH2:4][C@@H:3]1[N:13]1[CH2:17][CH2:16][C@H:15]([NH:18][C:19](=[O:28])[O:20][CH2:21][C:22]2[CH:23]=[CH:24][CH:25]=[CH:26][CH:27]=2)[C:14]1=[O:29])(=[O:39])[CH3:38], predict the reactants needed to synthesize it. The reactants are: [NH2:1][C@@H:2]1[CH2:7][C@H:6]([NH:8][C:9]([CH3:12])([CH3:11])[CH3:10])[CH2:5][CH2:4][C@@H:3]1[N:13]1[CH2:17][CH2:16][C@H:15]([NH:18][C:19](=[O:28])[O:20][CH2:21][C:22]2[CH:27]=[CH:26][CH:25]=[CH:24][CH:23]=2)[C:14]1=[O:29].C(N(CC)CC)C.[C:37](OC(=O)C)(=[O:39])[CH3:38].